This data is from Forward reaction prediction with 1.9M reactions from USPTO patents (1976-2016). The task is: Predict the product of the given reaction. (1) Given the reactants [CH2:1]([N:3]1[CH:7]=[C:6]([CH2:8][N:9]2[C:14]3[CH:15]=[C:16]([C:18]4[CH:23]=[CH:22][CH:21]=[CH:20][CH:19]=4)[S:17][C:13]=3[C:12](=[O:24])[N:11]([CH:25]3[CH2:30][CH2:29][N:28](C(OC(C)(C)C)=O)[CH2:27][CH2:26]3)[C:10]2=[O:38])[N:5]=[N:4]1)[CH3:2].[F:39][C:40]([F:45])([F:44])[C:41]([OH:43])=[O:42], predict the reaction product. The product is: [F:39][C:40]([F:45])([F:44])[C:41]([OH:43])=[O:42].[CH2:1]([N:3]1[CH:7]=[C:6]([CH2:8][N:9]2[C:14]3[CH:15]=[C:16]([C:18]4[CH:23]=[CH:22][CH:21]=[CH:20][CH:19]=4)[S:17][C:13]=3[C:12](=[O:24])[N:11]([CH:25]3[CH2:30][CH2:29][NH:28][CH2:27][CH2:26]3)[C:10]2=[O:38])[N:5]=[N:4]1)[CH3:2]. (2) Given the reactants [CH3:1][O:2][C:3]([CH:5]1[CH:15](C(O)=O)[CH:14]2[CH:8]3[CH:9]4[C:10]([F:20])([F:19])[CH:11]5[CH:13]2[CH:12]5[CH:6]1[CH:7]34)=[O:4].Cl[C:22]([O:24][CH2:25][CH3:26])=[O:23].[N-]=[N+]=[N-].[Na+].[N-:31]=C=O.[CH:34]1C=[CH:38][CH:37]=[CH:36][CH:35]=1, predict the reaction product. The product is: [CH2:25]([O:24][C:22]([NH:31][C@H:15]1[CH:14]2[CH:8]3[CH:9]4[C:10]([F:19])([F:20])[CH:11]5[CH:13]2[CH:12]5[CH:6]([CH:7]34)[C@H:5]1[C:3]([O:2][CH3:1])=[O:4])=[O:23])[C:26]1[CH:38]=[CH:37][CH:36]=[CH:35][CH:34]=1.